Dataset: Reaction yield outcomes from USPTO patents with 853,638 reactions. Task: Predict the reaction yield, written as a fraction of the theoretical maximum amount of product (1.0 means a 100% yield; for example, 0.34 means a 34% yield). (1) The reactants are [O:1]1[CH2:6][CH2:5][N:4]([C:7]2[N:12]=[C:11]([N:13]3[CH2:18][CH2:17][O:16][CH2:15][CH2:14]3)[N:10]=[C:9]([C:19]3[CH:24]=[CH:23][C:22]([NH:25][C:26](=[O:37])[NH:27][C:28]4[CH:36]=[CH:35][C:31]([C:32](O)=[O:33])=[CH:30][CH:29]=4)=[CH:21][CH:20]=3)[N:8]=2)[CH2:3][CH2:2]1.CCN(C(C)C)C(C)C.CN(C(ON1N=NC2C=CC=CC1=2)=[N+](C)C)C.F[P-](F)(F)(F)(F)F.[N:71]1([CH:77]2[CH2:82][CH2:81][NH:80][CH2:79][CH2:78]2)[CH2:76][CH2:75][CH2:74][CH2:73][CH2:72]1. The yield is 0.600. The catalyst is CN1C(=O)CCC1. The product is [N:71]1([CH:77]2[CH2:82][CH2:81][N:80]([C:32]([C:31]3[CH:30]=[CH:29][C:28]([NH:27][C:26]([NH:25][C:22]4[CH:21]=[CH:20][C:19]([C:9]5[N:10]=[C:11]([N:13]6[CH2:14][CH2:15][O:16][CH2:17][CH2:18]6)[N:12]=[C:7]([N:4]6[CH2:3][CH2:2][O:1][CH2:6][CH2:5]6)[N:8]=5)=[CH:24][CH:23]=4)=[O:37])=[CH:36][CH:35]=3)=[O:33])[CH2:79][CH2:78]2)[CH2:76][CH2:75][CH2:74][CH2:73][CH2:72]1. (2) The reactants are [H-].[Na+].C[O:4][C:5]([C:7]1[CH:12]=[CH:11][C:10]([N:13]2[CH2:17][CH2:16][CH2:15][S:14]2(=[O:19])=[O:18])=[C:9](Cl)[N:8]=1)=[O:6].[CH:21]1([CH2:24][OH:25])[CH2:23][CH2:22]1. No catalyst specified. The product is [CH:21]1([CH2:24][O:25][C:9]2[N:8]=[C:7]([C:5]([OH:4])=[O:6])[CH:12]=[CH:11][C:10]=2[N:13]2[CH2:17][CH2:16][CH2:15][S:14]2(=[O:19])=[O:18])[CH2:23][CH2:22]1. The yield is 0.460. (3) The reactants are Cl[C:2]1[CH:7]=[C:6]([CH2:8][O:9][Si:10]([C:13]([CH3:16])([CH3:15])[CH3:14])([CH3:12])[CH3:11])[CH:5]=[C:4]([O:17][CH3:18])[N:3]=1.C1(C(N)C2CCCCC2)CCCCC1.[C:33]([O:37][CH2:38][CH2:39][CH2:40][CH3:41])(=[O:36])[CH:34]=[CH2:35].O. The catalyst is O1CCOCC1.CC(C)([P](C(C)(C)C)([Pd][P](C(C)(C)C)(C(C)(C)C)C(C)(C)C)C(C)(C)C)C.C1C=CC(/C=C/C(/C=C/C2C=CC=CC=2)=O)=CC=1.C1C=CC(/C=C/C(/C=C/C2C=CC=CC=2)=O)=CC=1.C1C=CC(/C=C/C(/C=C/C2C=CC=CC=2)=O)=CC=1.[Pd].[Pd]. The product is [CH3:14][C:13]([Si:10]([CH3:12])([CH3:11])[O:9][CH2:8][C:6]1[CH:5]=[C:4]([O:17][CH3:18])[N:3]=[C:2](/[CH:35]=[CH:34]/[C:33]([O:37][CH2:38][CH2:39][CH2:40][CH3:41])=[O:36])[CH:7]=1)([CH3:16])[CH3:15]. The yield is 0.680.